Predict the reaction yield, written as a fraction of the theoretical maximum amount of product (1.0 means a 100% yield; for example, 0.34 means a 34% yield). From a dataset of Reaction yield outcomes from USPTO patents with 853,638 reactions. (1) The yield is 0.780. The product is [OH:35][CH2:34][C@H:31]1[CH2:30][CH2:29][C@H:28]([N:18]2[C:17](=[O:37])[C:16]([CH2:15][C:12]3[CH:13]=[CH:14][C:9]([C:4]4[C:3]([C:1]#[N:2])=[CH:8][CH:7]=[CH:6][CH:5]=4)=[CH:10][CH:11]=3)=[C:21]([CH2:22][CH2:23][CH3:24])[N:20]3[N:25]=[CH:26][N:27]=[C:19]23)[CH2:33][CH2:32]1. The reactants are [C:1]([C:3]1[CH:8]=[CH:7][CH:6]=[CH:5][C:4]=1[C:9]1[CH:14]=[CH:13][C:12]([CH2:15][C:16]2[C:17](=[O:37])[N:18]([C@H:28]3[CH2:33][CH2:32][C@H:31]([C:34](O)=[O:35])[CH2:30][CH2:29]3)[C:19]3[N:20]([N:25]=[CH:26][N:27]=3)[C:21]=2[CH2:22][CH2:23][CH3:24])=[CH:11][CH:10]=1)#[N:2].CN1CCOCC1.C(Cl)(=O)OCC.[BH4-].[Na+].[Cl-].[NH4+]. The catalyst is CO.O1CCCC1. (2) The reactants are [F:8][C:7]([F:10])([F:9])[C:6](O[C:6](=[O:11])[C:7]([F:10])([F:9])[F:8])=[O:11].[CH3:14][C:15]1([CH2:28][NH:29][C@@H:30]2[CH2:32][C@H:31]2[C:33]2[CH:38]=[CH:37][CH:36]=[CH:35][CH:34]=2)[CH2:20][CH2:19][N:18]([C:21]([O:23][C:24]([CH3:27])([CH3:26])[CH3:25])=[O:22])[CH2:17][CH2:16]1.C(N(CC)C(C)C)(C)C. The catalyst is C(Cl)Cl. The product is [CH3:14][C:15]1([CH2:28][N:29]([C@@H:30]2[CH2:32][C@H:31]2[C:33]2[CH:38]=[CH:37][CH:36]=[CH:35][CH:34]=2)[C:6](=[O:11])[C:7]([F:8])([F:9])[F:10])[CH2:16][CH2:17][N:18]([C:21]([O:23][C:24]([CH3:25])([CH3:26])[CH3:27])=[O:22])[CH2:19][CH2:20]1. The yield is 0.900.